Dataset: Catalyst prediction with 721,799 reactions and 888 catalyst types from USPTO. Task: Predict which catalyst facilitates the given reaction. Reactant: [Li][CH2:2]CCC.[F:6][C:7]1[CH:12]=[C:11]([O:13][CH3:14])[CH:10]=[CH:9][C:8]=1[C:15]1([CH3:20])[O:19]CCO1.IC.C(O)(=O)C. Product: [F:6][C:7]1[C:12]([CH3:2])=[C:11]([O:13][CH3:14])[CH:10]=[CH:9][C:8]=1[C:15](=[O:19])[CH3:20]. The catalyst class is: 116.